Dataset: Forward reaction prediction with 1.9M reactions from USPTO patents (1976-2016). Task: Predict the product of the given reaction. (1) The product is: [CH3:29][O:28][C:27]1[CH:30]=[CH:31][C:24]([C:23]([C:32]2[CH:39]=[CH:38][C:35]([O:36][CH3:37])=[CH:34][CH:33]=2)([C:40]2[CH:45]=[CH:44][CH:43]=[CH:42][CH:41]=2)[O:17][CH2:16][C@@H:14]2[C@@H:13]([OH:18])[C@:12]([F:20])([CH3:19])[C@H:11]([N:8]3[CH:7]=[N:6][C:5]4[C:9]3=[N:10][C:2]([NH:1][C:23]([C:24]3[CH:31]=[CH:30][C:27]([O:28][CH3:29])=[CH:26][CH:25]=3)([C:32]3[CH:39]=[CH:38][C:35]([O:36][CH3:37])=[CH:34][CH:33]=3)[C:40]3[CH:41]=[CH:42][CH:43]=[CH:44][CH:45]=3)=[N:3][C:4]=4[O:21][CH3:22])[O:15]2)=[CH:25][CH:26]=1. Given the reactants [NH2:1][C:2]1[N:10]=[C:9]2[C:5]([N:6]=[CH:7][N:8]2[C@@H:11]2[O:15][C@H:14]([CH2:16][OH:17])[C@@H:13]([OH:18])[C@:12]2([F:20])[CH3:19])=[C:4]([O:21][CH3:22])[N:3]=1.[C:23](Cl)([C:40]1[CH:45]=[CH:44][CH:43]=[CH:42][CH:41]=1)([C:32]1[CH:39]=[CH:38][C:35]([O:36][CH3:37])=[CH:34][CH:33]=1)[C:24]1[CH:31]=[CH:30][C:27]([O:28][CH3:29])=[CH:26][CH:25]=1, predict the reaction product. (2) Given the reactants [CH:1]1[CH:2]=[CH:3][C:4]2[NH:11][C:9](=[O:10])[CH:8]=[C:7]([CH2:12][CH:13]([NH:17][C:18]([C:20]3[CH:21]=[CH:22][C:23]([Cl:26])=[CH:24][CH:25]=3)=[O:19])[C:14]([OH:16])=[O:15])[C:5]=2[CH:6]=1.[CH:27]1([CH2:31]O)[CH2:30][CH2:29][CH2:28]1, predict the reaction product. The product is: [Cl:26][C:23]1[CH:24]=[CH:25][C:20]([C:18]([NH:17][CH:13]([CH2:12][C:7]2[C:5]3[C:4](=[CH:3][CH:2]=[CH:1][CH:6]=3)[NH:11][C:9](=[O:10])[CH:8]=2)[C:14]([O:16][CH2:31][CH:27]2[CH2:30][CH2:29][CH2:28]2)=[O:15])=[O:19])=[CH:21][CH:22]=1.